Dataset: Retrosynthesis with 50K atom-mapped reactions and 10 reaction types from USPTO. Task: Predict the reactants needed to synthesize the given product. (1) Given the product COc1ccc(-c2ccc(-c3ccc(C(=O)O)cc3)s2)c(F)c1, predict the reactants needed to synthesize it. The reactants are: COc1ccc(B(O)O)c(F)c1.O=C(O)c1ccc(-c2ccc(Br)s2)cc1. (2) Given the product CCN(CC)CCCOc1ccccc1OCC(C)C, predict the reactants needed to synthesize it. The reactants are: CC(C)COc1ccccc1O.CCN(CC)CCCCl. (3) Given the product CCCCN1CCC(COC(=O)c2c[nH]c3ccc(F)cc23)CC1, predict the reactants needed to synthesize it. The reactants are: CCCCN1CCC(CO)CC1.O=C(O)c1c[nH]c2ccc(F)cc12. (4) Given the product O=c1[nH]c(-c2cccc(O)c2)nc2ncn(Cc3ccccc3)c12, predict the reactants needed to synthesize it. The reactants are: COc1cccc(-c2nc3ncn(Cc4ccccc4)c3c(=O)[nH]2)c1. (5) Given the product CN(C)CCCN(C(=O)OC(C)(C)C)c1cc([N+](=O)[O-])cc(C(F)(F)F)c1, predict the reactants needed to synthesize it. The reactants are: CC(C)(C)OC(=O)Nc1cc([N+](=O)[O-])cc(C(F)(F)F)c1.CN(C)CCCCl.